This data is from Peptide-MHC class I binding affinity with 185,985 pairs from IEDB/IMGT. The task is: Regression. Given a peptide amino acid sequence and an MHC pseudo amino acid sequence, predict their binding affinity value. This is MHC class I binding data. (1) The peptide sequence is NMLNIMNRR. The MHC is HLA-A33:01 with pseudo-sequence HLA-A33:01. The binding affinity (normalized) is 0.761. (2) The peptide sequence is RVYQILQPI. The MHC is Mamu-B08 with pseudo-sequence Mamu-B08. The binding affinity (normalized) is 0.309. (3) The binding affinity (normalized) is 0.375. The MHC is HLA-A02:06 with pseudo-sequence HLA-A02:06. The peptide sequence is EVMPEKRNV. (4) The peptide sequence is GDEALRGFL. The MHC is HLA-B44:02 with pseudo-sequence HLA-B44:02. The binding affinity (normalized) is 0.00563. (5) The peptide sequence is PLTVNEKRRL. The MHC is Patr-A0701 with pseudo-sequence Patr-A0701. The binding affinity (normalized) is 0. (6) The peptide sequence is RVYAHVRSV. The MHC is HLA-C12:03 with pseudo-sequence HLA-C12:03. The binding affinity (normalized) is 0.898. (7) The peptide sequence is VIHNSTLQV. The MHC is HLA-A03:01 with pseudo-sequence HLA-A03:01. The binding affinity (normalized) is 0. (8) The peptide sequence is FAVGLLFRR. The MHC is HLA-A33:01 with pseudo-sequence HLA-A33:01. The binding affinity (normalized) is 1.00.